Predict the product of the given reaction. From a dataset of Forward reaction prediction with 1.9M reactions from USPTO patents (1976-2016). (1) Given the reactants C([O:8][C:9](=[O:24])[CH2:10][CH2:11][C@H:12]([NH:16][C:17]([O:19][C:20]([CH3:23])([CH3:22])[CH3:21])=[O:18])[C:13]([OH:15])=O)C1C=CC=CC=1.F[P-](F)(F)(F)(F)F.N1(O[P+](N2CCCC2)(N2CCCC2)N2CCCC2)C2C=CC=CC=2N=N1.C(N(CC)C(C)C)(C)C.[CH3:67][C:68]([CH3:88])=[CH:69][CH2:70][CH2:71]/[C:72](/[CH3:87])=[CH:73]/[CH2:74][CH2:75]/[C:76](/[CH3:86])=[CH:77]/[CH2:78][S:79][CH2:80][C@H:81]([NH2:85])[C:82]([OH:84])=[O:83].[OH-].[Na+], predict the reaction product. The product is: [C:20]([O:19][C:17]([NH:16][C@H:12]([C:13]([NH:85][C@H:81]([C:82]([OH:84])=[O:83])[CH2:80][S:79][CH2:78]/[CH:77]=[C:76](\[CH3:86])/[CH2:75][CH2:74]/[CH:73]=[C:72](\[CH3:87])/[CH2:71][CH2:70][CH:69]=[C:68]([CH3:88])[CH3:67])=[O:15])[CH2:11][CH2:10][C:9]([OH:8])=[O:24])=[O:18])([CH3:21])([CH3:22])[CH3:23]. (2) The product is: [C:1]([C:3]1[CH:4]=[N:5][C:6]2[C:11]([C:12]=1[NH:13][C:14]1[CH:15]=[C:16]([CH:21]=[CH:22][CH:23]=1)[C:17]([O:19][CH3:20])=[O:18])=[CH:10][C:9]([NH:25][CH2:26][CH2:27][N:28]1[CH2:33][CH2:32][O:31][CH2:30][CH2:29]1)=[N:8][CH:7]=2)#[N:2]. Given the reactants [C:1]([C:3]1[CH:4]=[N:5][C:6]2[C:11]([C:12]=1[NH:13][C:14]1[CH:15]=[C:16]([CH:21]=[CH:22][CH:23]=1)[C:17]([O:19][CH3:20])=[O:18])=[CH:10][C:9](F)=[N:8][CH:7]=2)#[N:2].[NH2:25][CH2:26][CH2:27][N:28]1[CH2:33][CH2:32][O:31][CH2:30][CH2:29]1, predict the reaction product. (3) Given the reactants Br[C:2]1[CH:10]=[CH:9][CH:8]=[C:7]2[C:3]=1[C:4]1([C:16]3=[CH:17][C:18]4[O:22][CH2:21][O:20][C:19]=4[CH:23]=[C:15]3[O:14][CH2:13]1)[C:5](=[O:12])[N:6]2[CH3:11].[CH3:24][C:25]1[C:29](B(O)O)=[C:28]([CH3:33])[O:27][N:26]=1.[C:34](=O)([O-])[O-].[K+].[K+].C(#N)C, predict the reaction product. The product is: [CH3:24][C:25]1[C:29]([C:2]2[CH:10]=[CH:9][CH:8]=[C:7]3[C:3]=2[C:4]2([C:16]4[C:15](=[CH:23][C:19]5[O:20][CH2:21][CH2:34][O:22][C:18]=5[CH:17]=4)[O:14][CH2:13]2)[C:5](=[O:12])[N:6]3[CH3:11])=[C:28]([CH3:33])[O:27][N:26]=1. (4) Given the reactants [CH3:1][C:2]([O:4][C@H:5]1[C:14]2[C@@:15]3([CH3:30])[C@@H:26]([CH2:27][O:28][CH3:29])[O:25][C:23](=[O:24])[C:17]4=[CH:18][O:19][C:20]([C:21](=[O:22])[C:13]=2[C@@H:8]2[CH2:9][CH2:10][C@H:11]([OH:12])[C@@:7]2([CH3:31])[CH2:6]1)=[C:16]34)=[O:3].C(N(CC)CC)C.Cl.[CH3:40][NH:41][CH2:42][CH:43]([OH:46])[CH2:44][OH:45], predict the reaction product. The product is: [OH:46][CH:43]([CH2:44][OH:45])[CH2:42][N:41]([CH:18]=[C:17]1[C:16]2[C:15]([CH3:30])([C:14]3[CH:5]([O:4][C:2](=[O:3])[CH3:1])[CH2:6][C:7]4([CH3:31])[CH:8]([C:13]=3[C:21](=[O:22])[C:20]=2[OH:19])[CH2:9][CH2:10][CH:11]4[OH:12])[CH:26]([CH2:27][O:28][CH3:29])[O:25][C:23]1=[O:24])[CH3:40].